Dataset: Full USPTO retrosynthesis dataset with 1.9M reactions from patents (1976-2016). Task: Predict the reactants needed to synthesize the given product. (1) Given the product [F:1][C:2]([F:7])([F:6])[C:3]([OH:5])=[O:4].[CH2:37]([S:34]([N:31]1[CH2:32][CH2:33][CH:28]([C:19]2[C:18]3[C:22](=[C:23]([C:25]([NH2:27])=[O:26])[CH:24]=[C:16]([C:14]4[CH:13]=[CH:12][N:11]=[C:10]([NH:9][CH2:8][CH:2]([CH3:3])[CH3:40])[CH:15]=4)[CH:17]=3)[NH:21][CH:20]=2)[CH2:29][CH2:30]1)(=[O:35])=[O:36])[CH3:38], predict the reactants needed to synthesize it. The reactants are: [F:1][C:2]([F:7])([F:6])[C:3]([OH:5])=[O:4].[CH3:8][N:9](C)[C:10]1[CH:15]=[C:14]([C:16]2[CH:17]=[C:18]3[C:22](=[C:23]([C:25]([NH2:27])=[O:26])[CH:24]=2)[NH:21][CH:20]=[C:19]3[CH:28]2[CH2:33][CH2:32][N:31]([S:34]([CH2:37][CH3:38])(=[O:36])=[O:35])[CH2:30][CH2:29]2)[CH:13]=[CH:12][N:11]=1.[CH3:40]NC. (2) Given the product [NH2:1][C@H:4]1[CH:10]2[O:11][CH:7]([CH2:8][O:9]2)[C@@H:6]([O:12][CH2:13][C:14]2[CH:15]=[CH:16][CH:17]=[CH:18][CH:19]=2)[C@@H:5]1[O:20][C@H:21]([CH3:34])[C:22]([NH:24][C@H:25]([CH3:33])[CH2:26][C:27]1[CH:28]=[CH:29][CH:30]=[CH:31][CH:32]=1)=[O:23], predict the reactants needed to synthesize it. The reactants are: [N:1]([C@H:4]1[CH:10]2[O:11][CH:7]([CH2:8][O:9]2)[C@@H:6]([O:12][CH2:13][C:14]2[CH:19]=[CH:18][CH:17]=[CH:16][CH:15]=2)[C@@H:5]1[O:20][C@H:21]([CH3:34])[C:22]([NH:24][C@H:25]([CH3:33])[CH2:26][C:27]1[CH:32]=[CH:31][CH:30]=[CH:29][CH:28]=1)=[O:23])=[N+]=[N-]. (3) Given the product [CH2:36]([O:38][C:39](=[O:44])[CH2:40][C:11]([C@@H:8]1[CH2:9][CH2:10][N:5]([C:3]([O:2][CH3:1])=[O:4])[C@@H:6]([C:14]2[CH:15]=[N:16][C:17]([C:20]([F:22])([F:23])[F:21])=[CH:18][CH:19]=2)[CH2:7]1)=[O:13])[CH3:37].[CH2:36]([O:38][C:39](=[O:44])[CH2:40][C:41]([C@H:8]1[CH2:9][CH2:10][N:5]([C:3]([O:2][CH3:1])=[O:4])[C@@H:6]([C:14]2[CH:15]=[N:16][C:17]([C:20]([F:22])([F:23])[F:21])=[CH:18][CH:19]=2)[CH2:7]1)=[O:43])[CH3:37], predict the reactants needed to synthesize it. The reactants are: [CH3:1][O:2][C:3]([N:5]1[CH2:10][CH2:9][CH:8]([C:11]([OH:13])=O)[CH2:7][CH:6]1[C:14]1[CH:15]=[N:16][C:17]([C:20]([F:23])([F:22])[F:21])=[CH:18][CH:19]=1)=[O:4].N1(C(N2C=CN=C2)=O)C=CN=C1.[CH2:36]([O:38][C:39](=[O:44])[CH2:40][C:41]([O-:43])=O)[CH3:37].[K+].[Cl-].[Mg+2].[Cl-].Cl. (4) Given the product [C:20]([C:13]1[C:12]2[C:16](=[CH:17][CH:18]=[CH:19][C:11]=2[CH:4]([C:5]2[CH:6]=[CH:7][CH:8]=[CH:9][CH:10]=2)[CH2:3][CH2:2][O:1][S:23]([CH3:22])(=[O:25])=[O:24])[NH:15][CH:14]=1)#[N:21], predict the reactants needed to synthesize it. The reactants are: [OH:1][CH2:2][CH2:3][CH:4]([C:11]1[CH:19]=[CH:18][CH:17]=[C:16]2[C:12]=1[C:13]([C:20]#[N:21])=[CH:14][NH:15]2)[C:5]1[CH:10]=[CH:9][CH:8]=[CH:7][CH:6]=1.[CH3:22][S:23](Cl)(=[O:25])=[O:24]. (5) The reactants are: [CH2:1]([C:5]1([CH2:35][CH2:36][CH2:37][CH3:38])[CH2:11][N:10]([C:12]2[CH:25]=[CH:24][C:15]([O:16][CH2:17][CH2:18][N:19]([CH2:22][CH3:23])[CH2:20][CH3:21])=[CH:14][CH:13]=2)[C:9]2[CH:26]=[C:27]([N:30]([CH3:32])[CH3:31])[CH:28]=[CH:29][C:8]=2[S:7](=[O:34])(=[O:33])[CH2:6]1)[CH2:2][CH2:3][CH3:4].[CH2:39]([I:41])[CH3:40]. Given the product [I-:41].[CH2:1]([C:5]1([CH2:35][CH2:36][CH2:37][CH3:38])[CH2:11][N:10]([C:12]2[CH:25]=[CH:24][C:15]([O:16][CH2:17][CH2:18][N+:19]([CH2:39][CH3:40])([CH2:20][CH3:21])[CH2:22][CH3:23])=[CH:14][CH:13]=2)[C:9]2[CH:26]=[C:27]([N:30]([CH3:32])[CH3:31])[CH:28]=[CH:29][C:8]=2[S:7](=[O:33])(=[O:34])[CH2:6]1)[CH2:2][CH2:3][CH3:4], predict the reactants needed to synthesize it.